Dataset: Full USPTO retrosynthesis dataset with 1.9M reactions from patents (1976-2016). Task: Predict the reactants needed to synthesize the given product. (1) Given the product [F:20][C:21]1[CH:31]=[CH:30][C:24]([O:25][CH:26]2[CH2:27][N:28]([C:2]3[N:7]=[CH:6][N:5]=[C:4]([NH:8][C:9]4[CH:10]=[C:11]([CH:16]=[CH:17][CH:18]=4)[C:12]([NH:14][CH3:15])=[O:13])[CH:3]=3)[CH2:29]2)=[CH:23][CH:22]=1, predict the reactants needed to synthesize it. The reactants are: Cl[C:2]1[N:7]=[CH:6][N:5]=[C:4]([NH:8][C:9]2[CH:10]=[C:11]([CH:16]=[CH:17][CH:18]=2)[C:12]([NH:14][CH3:15])=[O:13])[CH:3]=1.Cl.[F:20][C:21]1[CH:31]=[CH:30][C:24]([O:25][CH:26]2[CH2:29][NH:28][CH2:27]2)=[CH:23][CH:22]=1.C(N(CC)C(C)C)(C)C. (2) Given the product [F:46][C:22]([F:21])([F:45])[CH2:23][O:24][P:25]([CH2:33][C:34]1[CH:39]=[CH:38][C:37]([NH2:40])=[C:36]([O:43][CH3:44])[CH:35]=1)(=[O:32])[O:26][CH2:27][C:28]([F:29])([F:30])[F:31], predict the reactants needed to synthesize it. The reactants are: NC1C=CC(CP(=O)(OCCO)OCCO)=CC=1OC.[F:21][C:22]([F:46])([F:45])[CH2:23][O:24][P:25]([CH2:33][C:34]1[CH:39]=[CH:38][C:37]([N+:40]([O-])=O)=[C:36]([O:43][CH3:44])[CH:35]=1)(=[O:32])[O:26][CH2:27][C:28]([F:31])([F:30])[F:29]. (3) The reactants are: FC(F)(F)C(O)=O.C(OC([NH:15][CH2:16][C:17]1[CH:22]=[CH:21][C:20](/[CH:23]=[CH:24]\[CH:25]2[CH2:30][CH2:29][CH2:28][CH2:27][CH2:26]2)=[CH:19][CH:18]=1)=O)(C)(C)C. Given the product [CH:25]1(/[CH:24]=[CH:23]\[C:20]2[CH:19]=[CH:18][C:17]([CH2:16][NH2:15])=[CH:22][CH:21]=2)[CH2:30][CH2:29][CH2:28][CH2:27][CH2:26]1, predict the reactants needed to synthesize it. (4) Given the product [CH:8]1([C:6]2[N:7]=[C:2]([NH:16][C:17]3[CH:18]=[CH:19][C:20]([CH2:23][C:24]([NH2:26])=[O:25])=[CH:21][CH:22]=3)[C:3]3[CH2:15][CH2:14][CH2:13][C:4]=3[N:5]=2)[CH2:12][CH2:11][CH2:10][CH2:9]1, predict the reactants needed to synthesize it. The reactants are: Cl[C:2]1[C:3]2[CH2:15][CH2:14][CH2:13][C:4]=2[N:5]=[C:6]([CH:8]2[CH2:12][CH2:11][CH2:10][CH2:9]2)[N:7]=1.[NH2:16][C:17]1[CH:22]=[CH:21][C:20]([CH2:23][C:24]([NH2:26])=[O:25])=[CH:19][CH:18]=1. (5) Given the product [N:6]1([CH2:5][CH:4]([N:20]2[CH:24]=[C:23]([C:25]3[C:26]4[CH:33]=[CH:32][N:31]([CH2:34][O:35][CH2:36][CH2:37][Si:38]([CH3:39])([CH3:41])[CH3:40])[C:27]=4[N:28]=[CH:29][N:30]=3)[CH:22]=[N:21]2)[CH2:3][C:1]#[N:2])[CH2:12][CH2:11][CH2:10][NH:9][CH2:8][CH2:7]1, predict the reactants needed to synthesize it. The reactants are: [C:1]([CH2:3][CH:4]([N:20]1[CH:24]=[C:23]([C:25]2[C:26]3[CH:33]=[CH:32][N:31]([CH2:34][O:35][CH2:36][CH2:37][Si:38]([CH3:41])([CH3:40])[CH3:39])[C:27]=3[N:28]=[CH:29][N:30]=2)[CH:22]=[N:21]1)[CH2:5][N:6]1[CH2:12][CH2:11][CH2:10][N:9](C(OC(C)(C)C)=O)[CH2:8][CH2:7]1)#[N:2].Cl.O1CCOCC1. (6) Given the product [Br:1][C:2]1[CH:3]=[CH:4][C:5]([O:11][CH3:12])=[C:6]([S:8]([CH3:15])(=[O:10])=[O:9])[CH:7]=1, predict the reactants needed to synthesize it. The reactants are: [Br:1][C:2]1[CH:3]=[CH:4][C:5]([O:11][CH3:12])=[C:6]([S:8]([O-:10])=[O:9])[CH:7]=1.[Na+].I[CH3:15]. (7) Given the product [Br:68][C:69]1[CH:74]=[CH:73][C:72]([C@@H:75]([NH:77][C:30]([C:26]2[CH:25]=[C:24]3[C:29](=[CH:28][CH:27]=2)[N:21]([CH2:20][C:17]2[CH:16]=[CH:15][C:14]([C:9]4[C:8]([C:6]([O:5][C:1]([CH3:2])([CH3:3])[CH3:4])=[O:7])=[CH:13][CH:12]=[CH:11][CH:10]=4)=[CH:19][CH:18]=2)[C:22]([CH3:34])=[C:23]3[CH3:33])=[O:31])[CH3:76])=[CH:71][CH:70]=1, predict the reactants needed to synthesize it. The reactants are: [C:1]([O:5][C:6]([C:8]1[CH:13]=[CH:12][CH:11]=[CH:10][C:9]=1[C:14]1[CH:19]=[CH:18][C:17]([CH2:20][N:21]2[C:29]3[C:24](=[CH:25][C:26]([C:30](O)=[O:31])=[CH:27][CH:28]=3)[C:23]([CH3:33])=[C:22]2[CH3:34])=[CH:16][CH:15]=1)=[O:7])([CH3:4])([CH3:3])[CH3:2].CCN(C(C)C)C(C)C.CN(C(ON1N=NC2C=CC=NC1=2)=[N+](C)C)C.F[P-](F)(F)(F)(F)F.[Br:68][C:69]1[CH:74]=[CH:73][C:72]([C@@H:75]([NH2:77])[CH3:76])=[CH:71][CH:70]=1.